This data is from Rat liver microsome stability data. The task is: Regression/Classification. Given a drug SMILES string, predict its absorption, distribution, metabolism, or excretion properties. Task type varies by dataset: regression for continuous measurements (e.g., permeability, clearance, half-life) or binary classification for categorical outcomes (e.g., BBB penetration, CYP inhibition). Dataset: rlm. (1) The result is 0 (unstable in rat liver microsomes). The drug is O=C(O)[C@H]1CC[C@H](C(=O)N2CC[C@@]3(S(=O)(=O)c4cccc(F)c4)c4ccc(C(F)(C(F)(F)F)C(F)(F)F)cc4CC[C@@H]23)CC1. (2) The drug is CCc1nc(N)nc(N)c1-c1ccc2c(c1)N(CCCO)C(=O)C(C)(c1cc(F)cc(F)c1)O2. The result is 0 (unstable in rat liver microsomes). (3) The drug is Cc1nc(NC(=O)c2nc(C)n(-c3ccc(F)cc3)c2C)ccc1F. The result is 0 (unstable in rat liver microsomes). (4) The drug is O=C(CN1CCC(N2C(=O)OCc3cc(F)ccc32)CC1)Nc1ccc2ncccc2c1. The result is 1 (stable in rat liver microsomes). (5) The molecule is CN(C)CCCN1c2ccc(O)cc2Sc2ccc(Cl)cc21. The result is 1 (stable in rat liver microsomes). (6) The drug is CC(=O)NCc1ccc(-c2csc(Nc3cccc(C)c3)n2)o1. The result is 0 (unstable in rat liver microsomes). (7) The molecule is CC(C)(C)C[C@@H]1N[C@@H](C(=O)N[C@H]2C[C@](C)(O)C2)[C@H](c2cccc(Cl)c2F)[C@]12C(=O)Nc1cc(Cl)ccc12. The result is 0 (unstable in rat liver microsomes).